From a dataset of NCI-60 drug combinations with 297,098 pairs across 59 cell lines. Regression. Given two drug SMILES strings and cell line genomic features, predict the synergy score measuring deviation from expected non-interaction effect. (1) Drug 2: C1CN(CCN1C(=O)CCBr)C(=O)CCBr. Cell line: EKVX. Synergy scores: CSS=4.64, Synergy_ZIP=-2.71, Synergy_Bliss=0.174, Synergy_Loewe=-2.30, Synergy_HSA=-1.58. Drug 1: C1=NC(=NC(=O)N1C2C(C(C(O2)CO)O)O)N. (2) Drug 1: CC12CCC3C(C1CCC2=O)CC(=C)C4=CC(=O)C=CC34C. Drug 2: C1=CC(=C2C(=C1NCCNCCO)C(=O)C3=C(C=CC(=C3C2=O)O)O)NCCNCCO. Cell line: HCT116. Synergy scores: CSS=84.2, Synergy_ZIP=5.45, Synergy_Bliss=3.36, Synergy_Loewe=4.14, Synergy_HSA=4.30. (3) Drug 1: C1CC(=O)NC(=O)C1N2CC3=C(C2=O)C=CC=C3N. Drug 2: C1=CN(C(=O)N=C1N)C2C(C(C(O2)CO)O)O.Cl. Cell line: MOLT-4. Synergy scores: CSS=58.4, Synergy_ZIP=-1.32, Synergy_Bliss=-4.37, Synergy_Loewe=-28.2, Synergy_HSA=-5.37. (4) Drug 1: CC1=C(C(CCC1)(C)C)C=CC(=CC=CC(=CC(=O)O)C)C. Drug 2: N.N.Cl[Pt+2]Cl. Cell line: OVCAR-5. Synergy scores: CSS=53.1, Synergy_ZIP=1.72, Synergy_Bliss=-1.69, Synergy_Loewe=9.24, Synergy_HSA=3.89. (5) Drug 1: CC12CCC(CC1=CCC3C2CCC4(C3CC=C4C5=CN=CC=C5)C)O. Drug 2: C1CN(P(=O)(OC1)NCCCl)CCCl. Cell line: SNB-19. Synergy scores: CSS=1.73, Synergy_ZIP=-0.669, Synergy_Bliss=-0.145, Synergy_Loewe=-1.72, Synergy_HSA=-0.795.